Task: Binary Classification. Given a drug SMILES string, predict its activity (active/inactive) in a high-throughput screening assay against a specified biological target.. Dataset: Cav3 T-type calcium channel HTS with 100,875 compounds (1) The drug is S=C(Nc1cccnc1)NC(=O)/C=C\c1ccccc1. The result is 0 (inactive). (2) The molecule is O=c1n(CCc2ccccc2)cnc2c1n(c1c2cc(OC)cc1)C. The result is 0 (inactive). (3) The result is 0 (inactive). The compound is Fc1cc(CCN2C(CN=C2N)Cc2ccccc2)ccc1. (4) The molecule is O(C(CCN(C)C)C)C(=O)c1oc2c(c1C)cccc2. The result is 0 (inactive). (5) The drug is S1CC(OC1(N)N)CN1C(=O)c2c(C1=O)cccc2. The result is 0 (inactive). (6) The drug is O=C(Nc1c(c(ccc1)C)C)c1nnn(Cc2ccc(cc2)C)c1N. The result is 0 (inactive). (7) The drug is O=C1N(C2CCCCCC2)CC(=O)N(C1c1ccc(OC)cc1)CCCOCC. The result is 0 (inactive). (8) The compound is O(C(=O)c1[nH]c(c(c1C)C(=O)C)C)Cc1oc(nn1)c1ccccc1. The result is 0 (inactive).